From a dataset of NCI-60 drug combinations with 297,098 pairs across 59 cell lines. Regression. Given two drug SMILES strings and cell line genomic features, predict the synergy score measuring deviation from expected non-interaction effect. (1) Drug 1: C1CN1C2=NC(=NC(=N2)N3CC3)N4CC4. Drug 2: CC12CCC3C(C1CCC2=O)CC(=C)C4=CC(=O)C=CC34C. Cell line: NCIH23. Synergy scores: CSS=54.0, Synergy_ZIP=-2.82, Synergy_Bliss=-4.22, Synergy_Loewe=-3.13, Synergy_HSA=-4.17. (2) Drug 1: CC1=C2C(C(=O)C3(C(CC4C(C3C(C(C2(C)C)(CC1OC(=O)C(C(C5=CC=CC=C5)NC(=O)C6=CC=CC=C6)O)O)OC(=O)C7=CC=CC=C7)(CO4)OC(=O)C)O)C)OC(=O)C. Drug 2: CCC1(C2=C(COC1=O)C(=O)N3CC4=CC5=C(C=CC(=C5CN(C)C)O)N=C4C3=C2)O.Cl. Cell line: SNB-19. Synergy scores: CSS=55.9, Synergy_ZIP=1.84, Synergy_Bliss=1.30, Synergy_Loewe=1.27, Synergy_HSA=5.75. (3) Drug 1: CC1=C2C(C(=O)C3(C(CC4C(C3C(C(C2(C)C)(CC1OC(=O)C(C(C5=CC=CC=C5)NC(=O)OC(C)(C)C)O)O)OC(=O)C6=CC=CC=C6)(CO4)OC(=O)C)O)C)O. Drug 2: C(CN)CNCCSP(=O)(O)O. Cell line: CAKI-1. Synergy scores: CSS=-3.76, Synergy_ZIP=1.55, Synergy_Bliss=2.47, Synergy_Loewe=-0.0642, Synergy_HSA=-0.577. (4) Drug 1: C1=C(C(=O)NC(=O)N1)N(CCCl)CCCl. Drug 2: C1CC(=O)NC(=O)C1N2C(=O)C3=CC=CC=C3C2=O. Cell line: K-562. Synergy scores: CSS=44.0, Synergy_ZIP=5.05, Synergy_Bliss=6.22, Synergy_Loewe=0.756, Synergy_HSA=5.79. (5) Drug 1: CC(CN1CC(=O)NC(=O)C1)N2CC(=O)NC(=O)C2. Drug 2: CC1C(C(CC(O1)OC2CC(CC3=C2C(=C4C(=C3O)C(=O)C5=C(C4=O)C(=CC=C5)OC)O)(C(=O)C)O)N)O.Cl. Cell line: SK-MEL-2. Synergy scores: CSS=39.3, Synergy_ZIP=-5.26, Synergy_Bliss=4.54, Synergy_Loewe=5.17, Synergy_HSA=6.08.